Dataset: Reaction yield outcomes from USPTO patents with 853,638 reactions. Task: Predict the reaction yield, written as a fraction of the theoretical maximum amount of product (1.0 means a 100% yield; for example, 0.34 means a 34% yield). (1) The reactants are [S:1]1[C:9]2[CH2:8][CH2:7][NH:6][CH2:5][C:4]=2[CH:3]=[CH:2]1.[NH:10]1[C:14]2[CH:15]=[CH:16][CH:17]=[CH:18][C:13]=2[N:12]=[N:11]1.[Cl:19][C:20]1[CH:27]=[CH:26][CH:25]=[CH:24][C:21]=1[CH:22]=O. The catalyst is C(OCC)C. The product is [Cl:19][C:20]1[CH:27]=[CH:26][CH:25]=[CH:24][C:21]=1[CH:22]([N:6]1[CH2:7][CH2:8][C:9]2[S:1][CH:2]=[CH:3][C:4]=2[CH2:5]1)[N:10]1[C:14]2[CH:15]=[CH:16][CH:17]=[CH:18][C:13]=2[N:12]=[N:11]1. The yield is 0.617. (2) The reactants are [CH:1]1[CH:6]=[CH:5][C:4]([CH2:7][C:8]2[CH:13]=[CH:12][C:11]([NH2:14])=[CH:10][CH:9]=2)=[CH:3][CH:2]=1.C(=O)([O-])[O-].[K+].[K+].Cl[C:22]1[N:30]=[CH:29][C:28]([F:31])=[CH:27][C:23]=1[C:24]([OH:26])=[O:25]. The catalyst is CN(C)C=O.C(OCC)(=O)C.[Cu].[Cu]Br. The product is [CH2:7]([C:8]1[CH:9]=[CH:10][C:11]([NH:14][C:22]2[N:30]=[CH:29][C:28]([F:31])=[CH:27][C:23]=2[C:24]([OH:26])=[O:25])=[CH:12][CH:13]=1)[C:4]1[CH:3]=[CH:2][CH:1]=[CH:6][CH:5]=1. The yield is 0.820. (3) The reactants are Br[CH2:2][C:3]1[N:4]=[C:5]([C:11]2[CH:16]=[CH:15][CH:14]=[C:13]([Cl:17])[CH:12]=2)[C:6]([O:9][CH3:10])=[N:7][CH:8]=1.[NH:18]1[CH:22]=[N:21][C:20]([C:23]([O:25][CH3:26])=[O:24])=[N:19]1.C(=O)([O-])[O-].[K+].[K+]. The catalyst is CC(C)=O.C(Cl)Cl. The product is [Cl:17][C:13]1[CH:12]=[C:11]([C:5]2[N:4]=[C:3]([CH2:2][N:18]3[CH:22]=[N:21][C:20]([C:23]([O:25][CH3:26])=[O:24])=[N:19]3)[CH:8]=[N:7][C:6]=2[O:9][CH3:10])[CH:16]=[CH:15][CH:14]=1. The yield is 0.440. (4) No catalyst specified. The yield is 0.200. The product is [OH:24][C@H:22]1[C@:21]2([O:25][CH3:26])[C@@:8]([OH:45])([C:9](=[O:44])[C:10]3[C:19]([C:20]2=[O:27])=[C:18]([OH:28])[C:17]2[C:16](=[O:29])[CH:15]=[C:14]([NH:30][C@@H:31]4[C@H:36]([O:37][CH3:38])[C@H:35]([OH:39])[C@@H:34]([O:40][CH3:41])[C@H:33]([CH3:42])[O:32]4)[C:13](=[O:43])[C:12]=2[CH:11]=3)[C:7]2[C:2]([O:1][CH2:58][C:59]([O:61][CH3:62])=[O:60])=[C:3]([C:47]([O:49][CH3:50])=[O:48])[C:4]([CH3:46])=[CH:5][C:6]=2[CH2:23]1. The reactants are [OH:1][C:2]1[C:7]2[C@@:8]3([OH:45])[C@@:21]([O:25][CH3:26])([C@H:22]([OH:24])[CH2:23][C:6]=2[CH:5]=[C:4]([CH3:46])[C:3]=1[C:47]([O:49][CH3:50])=[O:48])[C:20](=[O:27])[C:19]1[C:10](=[CH:11][C:12]2[C:13](=[O:43])[C:14]([NH:30][C@@H:31]4[C@H:36]([O:37][CH3:38])[C@H:35]([OH:39])[C@@H:34]([O:40][CH3:41])[C@H:33]([CH3:42])[O:32]4)=[CH:15][C:16](=[O:29])[C:17]=2[C:18]=1[OH:28])[C:9]3=[O:44].C(=O)([O-])[O-].[K+].[K+].Br[CH2:58][C:59]([O:61][CH3:62])=[O:60]. (5) The reactants are [CH3:1][S:2](Cl)(=[O:4])=[O:3].[F:6][C:7]1[CH:8]=[C:9]2[C:28](=[CH:29][CH:30]=1)[O:27][CH2:26][CH2:25][CH2:24][NH:23][CH2:22][C:21]1=[C:31]3[N:32]=[C:15]([CH:16]=[CH:17][N:18]3[N:19]=[CH:20]1)[N:14]1[C@@H:10]2[CH2:11][CH2:12][CH2:13]1.CCN(C(C)C)C(C)C. The catalyst is C(Cl)Cl. The product is [F:6][C:7]1[CH:8]=[C:9]2[C:28](=[CH:29][CH:30]=1)[O:27][CH2:26][CH2:25][CH2:24][N:23]([S:2]([CH3:1])(=[O:4])=[O:3])[CH2:22][C:21]1=[C:31]3[N:32]=[C:15]([CH:16]=[CH:17][N:18]3[N:19]=[CH:20]1)[N:14]1[C@@H:10]2[CH2:11][CH2:12][CH2:13]1. The yield is 0.598.